This data is from Reaction yield outcomes from USPTO patents with 853,638 reactions. The task is: Predict the reaction yield, written as a fraction of the theoretical maximum amount of product (1.0 means a 100% yield; for example, 0.34 means a 34% yield). (1) The reactants are Br[C:2]1[CH:3]=[CH:4][C:5]([C:8]([O:10][CH3:11])=[O:9])=[N:6][CH:7]=1.[CH2:12]([Si:14]([C:19]#[CH:20])([CH2:17][CH3:18])[CH2:15][CH3:16])[CH3:13]. The catalyst is [Pd].C1(P(C2C=CC=CC=2)C2C=CC=CC=2)C=CC=CC=1.C1(P(C2C=CC=CC=2)C2C=CC=CC=2)C=CC=CC=1.C1(P(C2C=CC=CC=2)C2C=CC=CC=2)C=CC=CC=1.C1(P(C2C=CC=CC=2)C2C=CC=CC=2)C=CC=CC=1.[Cu]I. The product is [CH2:15]([Si:14]([C:12]#[C:13][C:2]1[CH:3]=[CH:4][C:5]([C:8]([O:10][CH3:11])=[O:9])=[N:6][CH:7]=1)([CH2:19][CH3:20])[CH2:17][CH3:18])[CH3:16]. The yield is 0.880. (2) The reactants are [NH:1]1[CH2:7][C:5](=[O:6])[NH:4][C:2]1=[O:3].[CH:8]1([NH:11][C:12]2[N:17]3[N:18]=[CH:19][C:20]([CH:21]=O)=[C:16]3[N:15]=[C:14]([N:23]3[CH2:28][CH2:27][N:26]([C:29]4[N:36]=[CH:35][CH:34]=[CH:33][C:30]=4[C:31]#[N:32])[CH2:25][CH2:24]3)[C:13]=2[CH3:37])[CH2:10][CH2:9]1.N1CCCCC1. The catalyst is C(O)C.O. The product is [CH:8]1([NH:11][C:12]2[N:17]3[N:18]=[CH:19][C:20]([CH:21]=[C:7]4[C:5](=[O:6])[NH:4][C:2](=[O:3])[NH:1]4)=[C:16]3[N:15]=[C:14]([N:23]3[CH2:28][CH2:27][N:26]([C:29]4[N:36]=[CH:35][CH:34]=[CH:33][C:30]=4[C:31]#[N:32])[CH2:25][CH2:24]3)[C:13]=2[CH3:37])[CH2:9][CH2:10]1. The yield is 0.170. (3) The reactants are [Br:1][C:2]1[N:6]([CH3:7])[N:5]=[C:4]([C:8]([OH:10])=O)[CH:3]=1.C1C=CC2N(O)N=[N:17]C=2C=1.C(Cl)CCl.[Cl-].[NH4+].C(N(C(C)C)C(C)C)C. The catalyst is CCOC(C)=O.CN(C=O)C. The product is [Br:1][C:2]1[N:6]([CH3:7])[N:5]=[C:4]([C:8]([NH2:17])=[O:10])[CH:3]=1. The yield is 0.360. (4) The reactants are [CH2:1]([C:3]([N:13]1[CH2:18][CH2:17][N:16]([CH3:19])[CH2:15][CH2:14]1)([C:7]1[CH:12]=[CH:11][CH:10]=[CH:9][N:8]=1)[C:4]([O-:6])=[O:5])C.[Li+].C[Si]([N-][Si](C)(C)C)(C)C.CI.O.[CH2:33]1COC[CH2:34]1. No catalyst specified. The product is [CH3:19][N:16]1[CH2:15][CH2:14][N:13]([C:3]([C:7]2[CH:12]=[CH:11][CH:10]=[CH:9][N:8]=2)([CH3:1])[C:4]([O:6][CH2:33][CH3:34])=[O:5])[CH2:18][CH2:17]1. The yield is 0.0900. (5) The catalyst is O. The yield is 0.412. The reactants are N1(C(=S)NC2[S:9][C:10]3[CH:16]=[C:15]([NH:17][C:18](=[O:20])[CH3:19])[CH:14]=[CH:13][C:11]=3[N:12]=2)C=CN=C1.[CH2:22]([N:24]([CH2:27][CH3:28])[CH2:25][CH3:26])[CH3:23].[CH:29]([N:32]=C=NC(C)C)(C)C.[CH:38](Cl)(Cl)Cl.C[N:43]([CH3:46])[CH:44]=[O:45]. The product is [N:24]12[CH2:27][CH2:28][CH:38]([CH2:26][CH2:25]1)[C@@:23]1([O:45][C:44]([NH:43][C:46]3[S:9][C:10]4[CH:16]=[C:15]([NH:17][C:18](=[O:20])[CH3:19])[CH:14]=[CH:13][C:11]=4[N:12]=3)=[N:32][CH2:29]1)[CH2:22]2. (6) The reactants are [OH:1][C:2]1[CH:3]=[C:4]([NH:8][C:9]2[N:14]=[C:13]([NH:15][C:16]3[CH:21]=[CH:20][CH:19]=[C:18]([OH:22])[CH:17]=3)[C:12]([F:23])=[CH:11][N:10]=2)[CH:5]=[CH:6][CH:7]=1.OC1C=C(C=CC=1[C:32]([O:34][CH3:35])=[O:33])N.ClC1N=C(Cl)C(F)=CN=1. No catalyst specified. The product is [OH:1][C:2]1[CH:3]=[C:4]([NH:8][C:9]2[N:14]=[C:13]([NH:15][C:16]3[CH:21]=[CH:20][C:19]([C:32]([O:34][CH3:35])=[O:33])=[C:18]([OH:22])[CH:17]=3)[C:12]([F:23])=[CH:11][N:10]=2)[CH:5]=[CH:6][C:7]=1[C:32]([O:34][CH3:35])=[O:33]. The yield is 0.410. (7) The reactants are [H-].[Na+].[CH2:3]([O:10][C:11]1[CH:12]=[C:13]2[C:17](=[CH:18][CH:19]=1)[NH:16][CH:15]=[CH:14]2)[C:4]1[CH:9]=[CH:8][CH:7]=[CH:6][CH:5]=1.[CH3:20][NH:21][C:22](=O)[O:23]C1C=CC=CC=1.O. The catalyst is CN(C)C=O. The product is [CH3:20][NH:21][C:22]([N:16]1[C:17]2[C:13](=[CH:12][C:11]([O:10][CH2:3][C:4]3[CH:5]=[CH:6][CH:7]=[CH:8][CH:9]=3)=[CH:19][CH:18]=2)[CH:14]=[CH:15]1)=[O:23]. The yield is 0.934. (8) The reactants are S(Cl)(Cl)=O.[CH3:5][C:6]([C:11]1[CH:16]=[CH:15][C:14]([N+:17]([O-:19])=[O:18])=[CH:13][CH:12]=1)([CH3:10])[C:7]([OH:9])=[O:8].[Br:20][CH2:21][CH2:22]O. The catalyst is C(#N)C. The product is [CH3:10][C:6]([C:11]1[CH:16]=[CH:15][C:14]([N+:17]([O-:19])=[O:18])=[CH:13][CH:12]=1)([CH3:5])[C:7]([O:9][CH2:22][CH2:21][Br:20])=[O:8]. The yield is 0.655. (9) The reactants are [C:1]([O:5][C:6](=[O:16])[NH:7][C@H:8]([CH2:14][CH3:15])[CH2:9][C@H:10]([OH:13])[CH:11]=[CH2:12])([CH3:4])([CH3:3])[CH3:2].N1C=CN=C1.[Si:22](Cl)([C:25]([CH3:28])([CH3:27])[CH3:26])([CH3:24])[CH3:23]. The catalyst is CN(C=O)C. The product is [C:1]([O:5][C:6](=[O:16])[NH:7][C@H:8]([CH2:14][CH3:15])[CH2:9][C@H:10]([O:13][Si:22]([C:25]([CH3:28])([CH3:27])[CH3:26])([CH3:24])[CH3:23])[CH:11]=[CH2:12])([CH3:4])([CH3:3])[CH3:2]. The yield is 0.860. (10) The reactants are [C:1]([O:5][C:6]([NH:8][C@@H:9]([CH3:12])[CH2:10][OH:11])=[O:7])([CH3:4])([CH3:3])[CH3:2].CC(OI1(OC(C)=O)(OC(C)=O)OC(=O)C2C=CC=CC1=2)=O.S(=O)(O)[O-].[Na+]. The catalyst is C(Cl)Cl.C(OCC)(=O)C. The product is [C:1]([O:5][C:6]([NH:8][C@@H:9]([CH3:12])[CH:10]=[O:11])=[O:7])([CH3:4])([CH3:3])[CH3:2]. The yield is 0.920.